The task is: Regression. Given two drug SMILES strings and cell line genomic features, predict the synergy score measuring deviation from expected non-interaction effect.. This data is from NCI-60 drug combinations with 297,098 pairs across 59 cell lines. (1) Drug 2: COC1=C2C(=CC3=C1OC=C3)C=CC(=O)O2. Cell line: OVCAR-5. Synergy scores: CSS=13.1, Synergy_ZIP=-3.85, Synergy_Bliss=0.730, Synergy_Loewe=-12.2, Synergy_HSA=0.166. Drug 1: CC1CCC2CC(C(=CC=CC=CC(CC(C(=O)C(C(C(=CC(C(=O)CC(OC(=O)C3CCCCN3C(=O)C(=O)C1(O2)O)C(C)CC4CCC(C(C4)OC)OCCO)C)C)O)OC)C)C)C)OC. (2) Drug 1: CC1CCC2CC(C(=CC=CC=CC(CC(C(=O)C(C(C(=CC(C(=O)CC(OC(=O)C3CCCCN3C(=O)C(=O)C1(O2)O)C(C)CC4CCC(C(C4)OC)OCCO)C)C)O)OC)C)C)C)OC. Drug 2: CC(C)CN1C=NC2=C1C3=CC=CC=C3N=C2N. Cell line: HOP-62. Synergy scores: CSS=5.51, Synergy_ZIP=-0.739, Synergy_Bliss=-0.665, Synergy_Loewe=-10.8, Synergy_HSA=-4.08. (3) Drug 1: C1=CC(=CC=C1CCCC(=O)O)N(CCCl)CCCl. Drug 2: CS(=O)(=O)OCCCCOS(=O)(=O)C. Cell line: EKVX. Synergy scores: CSS=-2.06, Synergy_ZIP=-2.70, Synergy_Bliss=-5.61, Synergy_Loewe=-11.2, Synergy_HSA=-8.12. (4) Drug 1: C1=CC(=CC=C1CC(C(=O)O)N)N(CCCl)CCCl.Cl. Drug 2: CC12CCC3C(C1CCC2O)C(CC4=C3C=CC(=C4)O)CCCCCCCCCS(=O)CCCC(C(F)(F)F)(F)F. Cell line: COLO 205. Synergy scores: CSS=24.5, Synergy_ZIP=-0.523, Synergy_Bliss=-1.49, Synergy_Loewe=-8.04, Synergy_HSA=-6.77.